This data is from Reaction yield outcomes from USPTO patents with 853,638 reactions. The task is: Predict the reaction yield, written as a fraction of the theoretical maximum amount of product (1.0 means a 100% yield; for example, 0.34 means a 34% yield). (1) The yield is 0.850. The reactants are [Cl:1][C:2]1[N:7]2[C:8]([CH2:15][CH:16]3[CH2:21][CH2:20][C:19]([F:23])([F:22])[CH2:18][CH2:17]3)=[C:9]([C:11]([F:14])([F:13])[F:12])[N:10]=[C:6]2[CH:5]=[C:4]([C:24]([OH:26])=O)[CH:3]=1.CCN=C=NCCCN(C)C.Cl.C1C=CC2N(O)N=NC=2C=1.O.[NH2:50][CH2:51][C:52]([CH3:55])([OH:54])[CH3:53]. The catalyst is CN(C)C=O. The product is [Cl:1][C:2]1[N:7]2[C:8]([CH2:15][CH:16]3[CH2:17][CH2:18][C:19]([F:23])([F:22])[CH2:20][CH2:21]3)=[C:9]([C:11]([F:12])([F:13])[F:14])[N:10]=[C:6]2[CH:5]=[C:4]([C:24]([NH:50][CH2:51][C:52]([OH:54])([CH3:55])[CH3:53])=[O:26])[CH:3]=1. (2) The reactants are [CH3:1][O:2][C:3]1[CH:4]=[C:5]2[C:10](=[CH:11][CH:12]=1)[CH:9]=[C:8]([N:13]([CH:18]1[CH2:23][CH2:22][NH:21][CH2:20][CH2:19]1)[C:14](=[O:17])[CH2:15][CH3:16])[CH:7]=[CH:6]2.C=O.[C:26](O[BH-](OC(=O)C)OC(=O)C)(=O)C.[Na+].C(=O)([O-])O.[Na+].C(O)(=O)/C=C/C(O)=O. The catalyst is ClCCCl.CO. The product is [CH3:1][O:2][C:3]1[CH:4]=[C:5]2[C:10](=[CH:11][CH:12]=1)[CH:9]=[C:8]([N:13]([CH:18]1[CH2:23][CH2:22][N:21]([CH3:26])[CH2:20][CH2:19]1)[C:14](=[O:17])[CH2:15][CH3:16])[CH:7]=[CH:6]2. The yield is 0.660.